This data is from Reaction yield outcomes from USPTO patents with 853,638 reactions. The task is: Predict the reaction yield, written as a fraction of the theoretical maximum amount of product (1.0 means a 100% yield; for example, 0.34 means a 34% yield). (1) The reactants are [NH2:1][C:2]1[CH:6]=[C:5]([CH:7]2[CH2:9][CH2:8]2)[NH:4][N:3]=1.[CH3:10][O:11][C:12](=[O:16])[C:13]([CH3:15])=O.[OH:17][C:18]1[CH:25]=[CH:24][C:21]([CH:22]=O)=[CH:20][CH:19]=1. The catalyst is C(O)(=O)C.CO. The product is [CH3:10][O:11][C:12]([C:13]1[C:6]2[C:5]([CH:7]3[CH2:9][CH2:8]3)=[N:4][NH:3][C:2]=2[N:1]=[C:22]([C:21]2[CH:24]=[CH:25][C:18]([OH:17])=[CH:19][CH:20]=2)[CH:15]=1)=[O:16]. The yield is 0.170. (2) The reactants are [F:1][C:2]([F:38])([F:37])[C:3]1[CH:4]=[C:5]([CH:34]=[CH:35][CH:36]=1)[CH2:6][NH:7][C:8]1[N:13]=[CH:12][N:11]=[C:10]([C:14]2[CH:19]=[C:18]([Cl:20])[CH:17]=[CH:16][C:15]=2[NH:21][C:22]([C:24]2[CH:25]=[C:26]([CH:31]=[CH:32][CH:33]=2)[C:27]([O:29]C)=[O:28])=[O:23])[CH:9]=1.O.[OH-].[Li+].Cl. The catalyst is O1CCCC1.O. The product is [F:37][C:2]([F:1])([F:38])[C:3]1[CH:4]=[C:5]([CH:34]=[CH:35][CH:36]=1)[CH2:6][NH:7][C:8]1[N:13]=[CH:12][N:11]=[C:10]([C:14]2[CH:19]=[C:18]([Cl:20])[CH:17]=[CH:16][C:15]=2[NH:21][C:22]([C:24]2[CH:25]=[C:26]([CH:31]=[CH:32][CH:33]=2)[C:27]([OH:29])=[O:28])=[O:23])[CH:9]=1. The yield is 0.900. (3) The reactants are [CH3:1][C:2]1[CH:7]=[CH:6][C:5]([NH:8][C:9](=[O:22])[C:10]2[CH:15]=[CH:14][C:13](C=C)=[C:12]([C:18]([F:21])([F:20])[F:19])[CH:11]=2)=[CH:4][C:3]=1[C:23]1[CH:28]=C(N2CCOCC2)[C:26](=[O:35])[N:25]([CH3:36])[CH:24]=1.[CH3:37][N+:38]1([O-])[CH2:43][CH2:42][O:41][CH2:40][CH2:39]1.[C:45]([OH:49])([CH3:48])(C)C.C1C[O:53]CC1. The catalyst is O.[Os](=O)(=O)(=O)=O. The product is [OH:53][CH:48]([C:13]1[CH:14]=[CH:15][C:10]([C:9]([NH:8][C:5]2[CH:6]=[CH:7][C:2]([CH3:1])=[C:3]([C:23]3[CH:28]=[C:37]([N:38]4[CH2:43][CH2:42][O:41][CH2:40][CH2:39]4)[C:26](=[O:35])[N:25]([CH3:36])[CH:24]=3)[CH:4]=2)=[O:22])=[CH:11][C:12]=1[C:18]([F:21])([F:19])[F:20])[CH2:45][OH:49]. The yield is 0.390.